The task is: Predict the product of the given reaction.. This data is from Forward reaction prediction with 1.9M reactions from USPTO patents (1976-2016). (1) Given the reactants [Cl:1][C:2]1[CH:7]=[C:6]2[NH:8][C:9](=[O:38])[C:10]3([CH:15]([C:16]4[CH:21]=[C:20]([Cl:22])[CH:19]=[CH:18][C:17]=4[O:23][C:24]([CH3:28])([CH3:27])[CH2:25][OH:26])[CH2:14][C:13](=[O:29])[NH:12][CH:11]3[C:30]3[CH:35]=[C:34]([F:36])[CH:33]=[CH:32][C:31]=3[CH3:37])[C:5]2=[CH:4][CH:3]=1.CCN=C=[N:43][CH2:44][CH2:45][CH2:46][N:47]([CH3:49])[CH3:48].Cl.C1C=CC2N(O)N=NC=2C=1.CCN(C(C)C)C(C)C.CN(C)CCCN, predict the reaction product. The product is: [Cl:1][C:2]1[CH:7]=[C:6]2[NH:8][C:9](=[O:38])[C:10]3([CH:15]([C:16]4[CH:21]=[C:20]([Cl:22])[CH:19]=[CH:18][C:17]=4[O:23][C:24]([C:25](=[O:26])[NH:43][CH2:44][CH2:45][CH2:46][N:47]([CH3:49])[CH3:48])([CH3:28])[CH3:27])[CH2:14][C:13](=[O:29])[NH:12][CH:11]3[C:30]3[CH:35]=[C:34]([F:36])[CH:33]=[CH:32][C:31]=3[CH3:37])[C:5]2=[CH:4][CH:3]=1. (2) The product is: [CH2:12]1[N:13]([CH2:16][CH2:17][C:18]2[CH:19]=[C:20]3[CH2:28][C:26]([NH:25][C:21]3=[CH:22][C:23]=2[Cl:24])=[O:27])[CH2:14][CH2:15][N:10]([C:7]2[C:5]3[C:4](=[CH:3][CH:2]=[CH:1][CH:6]=3)[S:9][N:8]=2)[CH2:11]1.[OH2:34].[ClH:36]. Given the reactants [CH:1]1[CH:2]=[CH:3][C:4]2[S:9][N:8]=[C:7]([N:10]3[CH2:15][CH2:14][N:13]([CH2:16][CH2:17][C:18]4[CH:19]=[C:20]5[CH2:28][C:26](=[O:27])[NH:25][C:21]5=[CH:22][C:23]=4[Cl:24])[CH2:12][CH2:11]3)[C:5]=2[CH:6]=1.CO.CN(C)C=[O:34].[ClH:36], predict the reaction product. (3) Given the reactants [C:1](=O)([O-])[O-].[K+].[K+].Cl[C:8]1[C:13]2[CH:14]=[C:15]([N:17]3[CH2:21][CH2:20][N:19]([C:22]4[CH:23]=[N:24][CH:25]=[CH:26][C:27]=4[CH3:28])[C:18]3=[O:29])[S:16][C:12]=2[CH:11]=[CH:10][N:9]=1.CB(O)O.CO, predict the reaction product. The product is: [CH3:28][C:27]1[CH:26]=[CH:25][N:24]=[CH:23][C:22]=1[N:19]1[CH2:20][CH2:21][N:17]([C:15]2[S:16][C:12]3[CH:11]=[CH:10][N:9]=[C:8]([CH3:1])[C:13]=3[CH:14]=2)[C:18]1=[O:29]. (4) Given the reactants [C:1]([N:4]([C:6]1[CH:7]=[C:8]2[C:12](=[CH:13][CH:14]=1)[NH:11][C:10]([C:15]([OH:17])=[O:16])=[CH:9]2)[CH3:5])(=[O:3])[CH3:2].CI.[Li+].[OH-].[C:22]([O-])([O-])=O.[Cs+].[Cs+].C(N)C.C(OC(=O)C)(=O)C, predict the reaction product. The product is: [C:1]([N:4]([C:6]1[CH:7]=[C:8]2[C:12](=[CH:13][CH:14]=1)[NH:11][C:10]([C:15]([OH:17])=[O:16])=[CH:9]2)[CH2:5][CH3:22])(=[O:3])[CH3:2]. (5) Given the reactants [CH2:1]([O:3][C:4]([C:6]1[NH:7][C:8]2[C:13]([C:14]=1Br)=[CH:12][CH:11]=[CH:10][CH:9]=2)=[O:5])[CH3:2].[S:16]1[CH:20]=[CH:19][CH:18]=[C:17]1B(O)O, predict the reaction product. The product is: [CH2:1]([O:3][C:4]([C:6]1[NH:7][C:8]2[C:13]([C:14]=1[C:17]1[S:16][CH:20]=[CH:19][CH:18]=1)=[CH:12][CH:11]=[CH:10][CH:9]=2)=[O:5])[CH3:2]. (6) Given the reactants Cl[C:2]1[CH:23]=[CH:22][C:5]([C:6]([NH:8][C:9]2[CH:14]=[CH:13][C:12]([Cl:15])=[C:11]([C:16]3[CH:21]=[CH:20][CH:19]=[CH:18][N:17]=3)[CH:10]=2)=[O:7])=[CH:4][N:3]=1.[CH3:24][S:25]([NH2:28])(=[O:27])=[O:26], predict the reaction product. The product is: [Cl:15][C:12]1[CH:13]=[CH:14][C:9]([NH:8][C:6](=[O:7])[C:5]2[CH:22]=[CH:23][C:2]([NH:28][S:25]([CH3:24])(=[O:27])=[O:26])=[N:3][CH:4]=2)=[CH:10][C:11]=1[C:16]1[CH:21]=[CH:20][CH:19]=[CH:18][N:17]=1. (7) The product is: [CH:22]1[C:34]2[CH:33]([CH2:35][O:36][C:37]([NH:1][C:2]3[CH:3]=[CH:4][C:5]([S:8][C:9]4[S:13][C:12]([C:14]([O:16][CH2:17][CH3:18])=[O:15])=[CH:11][C:10]=4[N+:19]([O-:21])=[O:20])=[CH:6][CH:7]=3)=[O:38])[C:32]3[C:27](=[CH:28][CH:29]=[CH:30][CH:31]=3)[C:26]=2[CH:25]=[CH:24][CH:23]=1. Given the reactants [NH2:1][C:2]1[CH:7]=[CH:6][C:5]([S:8][C:9]2[S:13][C:12]([C:14]([O:16][CH2:17][CH3:18])=[O:15])=[CH:11][C:10]=2[N+:19]([O-:21])=[O:20])=[CH:4][CH:3]=1.[CH:22]1[C:34]2[CH:33]([CH2:35][O:36][C:37](Cl)=[O:38])[C:32]3[C:27](=[CH:28][CH:29]=[CH:30][CH:31]=3)[C:26]=2[CH:25]=[CH:24][CH:23]=1.N1C=CC=CC=1, predict the reaction product. (8) Given the reactants Cl[CH2:2][C:3]1[CH:4]=[C:5]([NH:13][C:14]([N:16]2[C:24]3[C:19](=[CH:20][C:21]([O:25][C:26]4[C:27]5[CH2:35][CH2:34][N:33](C(OC(C)(C)C)=O)[CH2:32][C:28]=5[N:29]=[CH:30][N:31]=4)=[CH:22][CH:23]=3)[CH:18]=[CH:17]2)=[O:15])[CH:6]=[C:7]([C:9]([F:12])([F:11])[F:10])[CH:8]=1.[CH:43]([NH2:46])([CH3:45])[CH3:44].[Na+].[I-], predict the reaction product. The product is: [CH:43]([NH:46][CH2:2][C:3]1[CH:4]=[C:5]([NH:13][C:14]([N:16]2[C:24]3[C:19](=[CH:20][C:21]([O:25][C:26]4[C:27]5[CH2:35][CH2:34][NH:33][CH2:32][C:28]=5[N:29]=[CH:30][N:31]=4)=[CH:22][CH:23]=3)[CH:18]=[CH:17]2)=[O:15])[CH:6]=[C:7]([C:9]([F:11])([F:12])[F:10])[CH:8]=1)([CH3:45])[CH3:44]. (9) Given the reactants [CH2:1]([O:8][C:9]([C:11]1([N:24]([C:31](=[O:38])[C:32]2[CH:37]=[CH:36][CH:35]=[CH:34][CH:33]=2)[C:25]2[CH:30]=[CH:29][CH:28]=[CH:27][CH:26]=2)[CH2:16][CH2:15][N:14]([CH2:17][C:18]2[CH:23]=[CH:22][CH:21]=[CH:20][CH:19]=2)[CH2:13][CH2:12]1)=[O:10])[C:2]1[CH:7]=[CH:6][CH:5]=[CH:4][CH:3]=1.[C:39]([OH:44])(=[O:43])[C:40]([OH:42])=[O:41], predict the reaction product. The product is: [C:39]([OH:44])(=[O:43])[C:40]([OH:42])=[O:41].[CH2:1]([O:8][C:9]([C:11]1([N:24]([C:31](=[O:38])[C:32]2[CH:37]=[CH:36][CH:35]=[CH:34][CH:33]=2)[C:25]2[CH:30]=[CH:29][CH:28]=[CH:27][CH:26]=2)[CH2:12][CH2:13][N:14]([CH2:17][C:18]2[CH:23]=[CH:22][CH:21]=[CH:20][CH:19]=2)[CH2:15][CH2:16]1)=[O:10])[C:2]1[CH:7]=[CH:6][CH:5]=[CH:4][CH:3]=1.